Dataset: Catalyst prediction with 721,799 reactions and 888 catalyst types from USPTO. Task: Predict which catalyst facilitates the given reaction. (1) Reactant: [C:1]1([CH2:8][OH:9])([CH2:6][OH:7])[CH2:5][CH:4]=[CH:3][CH2:2]1.C(N(CC)CC)C.[S:17](Cl)([C:20]1[CH:26]=[CH:25][C:23]([CH3:24])=[CH:22][CH:21]=1)(=[O:19])=[O:18]. Product: [CH3:24][C:23]1[CH:25]=[CH:26][C:20]([S:17]([O:7][CH2:6][C:1]2([CH2:8][OH:9])[CH2:5][CH:4]=[CH:3][CH2:2]2)(=[O:19])=[O:18])=[CH:21][CH:22]=1. The catalyst class is: 119. (2) Reactant: ClC(OCC(C)C)=O.[Cl:9][C:10]1[CH:11]=[C:12]([CH:16]=[CH:17][C:18]([N:20]2[CH2:25][CH2:24][N:23]([C:26]3[C:31]([C:32]#[N:33])=[N:30][CH:29]=[CH:28][N:27]=3)[CH2:22][CH:21]2[C:34]([OH:36])=O)=[O:19])[CH:13]=[CH:14][CH:15]=1.C([N:39](CC)CC)C.N. Product: [Cl:9][C:10]1[CH:11]=[C:12]([CH:16]=[CH:17][C:18]([N:20]2[CH2:25][CH2:24][N:23]([C:26]3[C:31]([C:32]#[N:33])=[N:30][CH:29]=[CH:28][N:27]=3)[CH2:22][CH:21]2[C:34]([NH2:39])=[O:36])=[O:19])[CH:13]=[CH:14][CH:15]=1. The catalyst class is: 20. (3) Reactant: [CH3:1][Si:2]([CH3:7])([CH3:6])[C:3]#[C:4][CH3:5].[Li]CCCC.CCCCCC.Cl[CH2:20][C:21]1[N:22]=[C:23]2[C:28]([CH3:29])=[CH:27][CH:26]=[CH:25][N:24]2[CH:30]=1. The catalyst class is: 1. Product: [CH3:29][C:28]1[C:23]2[N:24]([CH:30]=[C:21]([CH2:20][CH2:5][C:4]#[C:3][Si:2]([CH3:7])([CH3:6])[CH3:1])[N:22]=2)[CH:25]=[CH:26][CH:27]=1. (4) Reactant: C1COCC1.C(O)C.C[O:10][C:11](=O)[C:12]1[CH:17]=[C:16]([C:18]([F:21])([F:20])[F:19])[CH:15]=[C:14]([NH:22][C:23](=[O:32])[CH2:24][S:25][C:26]2[CH:31]=[CH:30][CH:29]=[CH:28][CH:27]=2)[CH:13]=1.[BH4-].[Na+]. Product: [OH:10][CH2:11][C:12]1[CH:13]=[C:14]([NH:22][C:23](=[O:32])[CH2:24][S:25][C:26]2[CH:31]=[CH:30][CH:29]=[CH:28][CH:27]=2)[CH:15]=[C:16]([C:18]([F:21])([F:20])[F:19])[CH:17]=1. The catalyst class is: 13. (5) Reactant: [CH3:1][O-:2].[Na+].[Br:4][C:5]1[CH:6]=[C:7](F)[CH:8]=[C:9]([Br:11])[CH:10]=1. Product: [Br:4][C:5]1[CH:6]=[C:7]([O:2][CH3:1])[CH:8]=[C:9]([Br:11])[CH:10]=1. The catalyst class is: 9.